Dataset: Forward reaction prediction with 1.9M reactions from USPTO patents (1976-2016). Task: Predict the product of the given reaction. (1) Given the reactants [F:1][C:2]1[CH:3]=[C:4]([CH2:8][C:9]([OH:11])=[O:10])[CH:5]=[CH:6][CH:7]=1.[CH3:12][Si](C=[N+]=[N-])(C)C, predict the reaction product. The product is: [F:1][C:2]1[CH:3]=[C:4]([CH2:8][C:9]([O:11][CH3:12])=[O:10])[CH:5]=[CH:6][CH:7]=1. (2) Given the reactants [Br:1][C:2]1[CH:3]=[C:4]2[C:9](=[CH:10][CH:11]=1)[N:8]=[CH:7][C:6]([C:12](=[O:14])[CH3:13])=[C:5]2Cl.Cl.Cl.[CH3:18][N:19]([CH3:30])[CH:20]1[C:28]2[C:23](=[CH:24][C:25]([NH2:29])=[CH:26][CH:27]=2)[CH2:22][CH2:21]1, predict the reaction product. The product is: [Br:1][C:2]1[CH:3]=[C:4]2[C:9](=[CH:10][CH:11]=1)[N:8]=[CH:7][C:6]([C:12](=[O:14])[CH3:13])=[C:5]2[NH:29][C:25]1[CH:24]=[C:23]2[C:28](=[CH:27][CH:26]=1)[CH:20]([N:19]([CH3:30])[CH3:18])[CH2:21][CH2:22]2.